Dataset: Experimentally validated miRNA-target interactions with 360,000+ pairs, plus equal number of negative samples. Task: Binary Classification. Given a miRNA mature sequence and a target amino acid sequence, predict their likelihood of interaction. (1) The miRNA is hsa-miR-215-5p with sequence AUGACCUAUGAAUUGACAGAC. The protein sequence of the target gene is MAGPRYPVSVQGAALVQIKRLQTFAFSVRWSDGSDTFVRRSWDEFRQLKKTLKETFPVEAGLLRRSDRVLPKLLGQASLDAPLLGRVGRTSRGLARLQLLETYSRRLLATAERVARSPTITGFFAPQPLDLEPALPPGSRVILPTPEEQPLSRAAGRLSIHSLEAQSLRCLQPFCTQDTRDRPFQAQAQESLDVLLRHPSGWWLVENEDRQTAWFPAPYLEEAAPGQGREGGPSLGSSGPQFCASRAYESSRADELSVPAGARVRVLETSDRGWWLCRYGDRAGLLPAVLLRPEGLGALL.... Result: 1 (interaction). (2) The miRNA is hsa-miR-6893-3p with sequence CCCUGCUGCCUUCACCUGCCAG. The protein sequence of the target gene is MRPTLLWSLLLLLGVFAAAAAAPPDPLSQLPAPQHPKIRLYNAEQVLSWEPVALSNSTRPVVYQVQFKYTDSKWFTADIMSIGVNCTQITATECDFTAASPSAGFPMDFNVTLRLRAELGALHSAWVTMPWFQHYRNVTVGPPENIEVTPGEGSLIIRFSSPFDIADTSTAFFCYYVHYWEKGGIQQVKGPFRSNSISLDNLKPSRVYCLQVQAQLLWNKSNIFRVGHLSNISCYETMADASTELQQVILISVGTFSLLSVLAGACFFLVLKYRGLIKYWFHTPPSIPLQIEEYLKDPTQ.... Result: 1 (interaction). (3) The miRNA is mmu-miR-744-5p with sequence UGCGGGGCUAGGGCUAACAGCA. The protein sequence of the target gene is MARDLIGPALPPGFKEHATVEDEERDPSPVAGPALPPNYRSCSSDSSDSDEDSSSLSEEGNQESEEEDTGPNAKKQRRNQDDDDDDDGFFGPALPPGFKKQDDSPPRPIIGPALPPGFIKSPQKNDKGREDPGQVSSFFNSEEAESGEDEDIVGPMPAKGPVNYSVTTEFEKRAQRMKEKLTKGDDDSSKPITRESWMTELPPEMKEFGLGPRTFKRRADDKSGDRSVWTDTPADRERKAKEIQEARKSFSKKDEENILSGRDKRLAEQVSSYNESKRSESLMDIHHKKLKSKAAEDKNK.... Result: 0 (no interaction).